Dataset: Catalyst prediction with 721,799 reactions and 888 catalyst types from USPTO. Task: Predict which catalyst facilitates the given reaction. (1) Reactant: [H-].[Na+].[NH2:3][C:4]1[CH:9]=[CH:8][CH:7]=[C:6]([CH3:10])[CH:5]=1.[Cl:11][C:12]1[CH:17]=[CH:16][CH:15]=[C:14](Cl)[C:13]=1[N+:19]([O-:21])=[O:20].Cl. Product: [Cl:11][C:12]1[C:13]([N+:19]([O-:21])=[O:20])=[C:14]([CH:15]=[CH:16][CH:17]=1)[NH:3][C:4]1[CH:9]=[CH:8][CH:7]=[C:6]([CH3:10])[CH:5]=1. The catalyst class is: 20. (2) Reactant: [Br:1][C:2]1[CH:7]=[CH:6][C:5]([C@@H:8]([N:10]2[CH2:14][C:13]([CH2:21][CH2:22][CH2:23][OH:24])([C:15]3[CH:20]=[CH:19][CH:18]=[CH:17][CH:16]=3)[O:12][C:11]2=[O:25])[CH3:9])=[CH:4][CH:3]=1.CC(C)=[O:28].OS(O)(=O)=O.O=[Cr](=O)=O. Product: [Br:1][C:2]1[CH:7]=[CH:6][C:5]([C@@H:8]([N:10]2[CH2:14][C:13]([CH2:21][CH2:22][C:23]([OH:28])=[O:24])([C:15]3[CH:20]=[CH:19][CH:18]=[CH:17][CH:16]=3)[O:12][C:11]2=[O:25])[CH3:9])=[CH:4][CH:3]=1. The catalyst class is: 21. (3) Reactant: Cl.C(N([CH2:13][CH3:14])CCCN=C=NCC)C.[OH:15]N1C2C=CC=CC=2N=N1.Cl.[NH2:26][C@H:27]([C:30]1[CH:31]=[N:32][C:33]([C:36]([F:39])([F:38])[F:37])=[CH:34][CH:35]=1)[CH2:28][OH:29].C(N(CC)C(C)C)(C)C. The catalyst class is: 20. Product: [OH:29][CH2:28][C@H:27]([NH2:26])[C:30]1[CH:31]=[N:32][C:33]([C:36]([F:37])([F:38])[F:39])=[CH:34][CH:35]=1.[C:35]1([C@H:30]2[CH2:31][C@@H:27]2[C:28]([OH:15])=[O:29])[CH:14]=[CH:13][CH:36]=[CH:33][CH:34]=1. (4) Reactant: [Cl:1][C:2]1[C:7]([CH:8]([CH3:10])[CH3:9])=[C:6]([O:11]C)[N:5]=[C:4]([O:13]C)[N:3]=1. Product: [Cl:1][C:2]1[NH:3][C:4](=[O:13])[NH:5][C:6](=[O:11])[C:7]=1[CH:8]([CH3:10])[CH3:9]. The catalyst class is: 209. (5) The catalyst class is: 10. Product: [BrH:1].[NH:19]=[C:15]1[N:16]([CH2:2][C:3]([C:5]2[CH:10]=[C:9]([F:11])[C:8]([F:12])=[CH:7][C:6]=2[F:13])=[O:4])[CH:17]=[CH:18][O:14]1. Reactant: [Br:1][CH2:2][C:3]([C:5]1[CH:10]=[C:9]([F:11])[C:8]([F:12])=[CH:7][C:6]=1[F:13])=[O:4].[O:14]1[CH:18]=[CH:17][N:16]=[C:15]1[NH2:19].C1COCC1.